Task: Predict the product of the given reaction.. Dataset: Forward reaction prediction with 1.9M reactions from USPTO patents (1976-2016) (1) Given the reactants Cl.[NH:2]1[CH2:7][CH2:6][CH:5]([C:8]2[O:12][N:11]=[C:10]([N:13]3[C:21]4[C:16](=[CH:17][CH:18]=[CH:19][CH:20]=4)[C:15]([CH:22]([CH3:24])[CH3:23])=[N:14]3)[N:9]=2)[CH2:4][CH2:3]1.Br[CH2:26][CH2:27][CH2:28][O:29][CH3:30].C(=O)([O-])[O-].[K+].[K+].[I-].[Na+], predict the reaction product. The product is: [CH3:30][O:29][CH2:28][CH2:27][CH2:26][N:2]1[CH2:3][CH2:4][CH:5]([C:8]2[O:12][N:11]=[C:10]([N:13]3[C:21]4[C:16](=[CH:17][CH:18]=[CH:19][CH:20]=4)[C:15]([CH:22]([CH3:24])[CH3:23])=[N:14]3)[N:9]=2)[CH2:6][CH2:7]1. (2) Given the reactants [CH2:1]([N:8]([S:15]([C:18]1[CH:23]=[CH:22][C:21]([O:24][CH3:25])=[CH:20][CH:19]=1)(=[O:17])=[O:16])[CH2:9][C:10]([O:12]CC)=[O:11])[C:2]1[CH:7]=[CH:6][CH:5]=[CH:4][CH:3]=1.[OH-].[Na+], predict the reaction product. The product is: [CH2:1]([N:8]([S:15]([C:18]1[CH:23]=[CH:22][C:21]([O:24][CH3:25])=[CH:20][CH:19]=1)(=[O:17])=[O:16])[CH2:9][C:10]([OH:12])=[O:11])[C:2]1[CH:7]=[CH:6][CH:5]=[CH:4][CH:3]=1. (3) Given the reactants Cl.[CH2:2]([O:9][C:10](=[O:25])[NH:11][CH2:12][CH2:13][CH2:14][CH2:15][C@H:16]([NH2:24])[C:17](=[O:23])[C:18]1[S:19][CH:20]=[CH:21][N:22]=1)[C:3]1[CH:8]=[CH:7][CH:6]=[CH:5][CH:4]=1.[CH:26]1([C:31](Cl)=[O:32])[CH2:30][CH2:29][CH2:28][CH2:27]1, predict the reaction product. The product is: [CH2:2]([O:9][C:10](=[O:25])[NH:11][CH2:12][CH2:13][CH2:14][CH2:15][C@H:16]([NH:24][C:31]([CH:26]1[CH2:30][CH2:29][CH2:28][CH2:27]1)=[O:32])[C:17](=[O:23])[C:18]1[S:19][CH:20]=[CH:21][N:22]=1)[C:3]1[CH:4]=[CH:5][CH:6]=[CH:7][CH:8]=1. (4) Given the reactants [C:1]([O:5][C:6]([NH:8][C@H:9]([C:22]([OH:24])=O)[CH2:10][CH2:11][CH2:12][CH2:13][NH:14][C:15]([O:17][C:18]([CH3:21])([CH3:20])[CH3:19])=[O:16])=[O:7])([CH3:4])([CH3:3])[CH3:2].O.ON1C2C=CC=CC=2N=N1.Cl.CN(C)CCCN=C=NCC.C(N(CC)C(C)C)(C)C.FC(F)(F)C(O)=O.[NH2:64][C@H:65]([C:67]([O:69][CH2:70][CH2:71][O:72][C:73]1[CH:78]=[CH:77][C:76]([C:79]2[C:84]([C:85]#[N:86])=[C:83]([N:87]3[CH2:91][CH2:90][CH2:89][CH2:88]3)[N:82]=[C:81]([S:92][CH2:93][C:94]3[N:95]=[C:96]([C:99]4[CH:104]=[CH:103][C:102]([Cl:105])=[CH:101][CH:100]=4)[S:97][CH:98]=3)[C:80]=2[C:106]#[N:107])=[CH:75][CH:74]=1)=[O:68])[CH3:66], predict the reaction product. The product is: [C:1]([O:5][C:6]([NH:8][C@H:9]([C:22]([NH:64][C@H:65]([C:67]([O:69][CH2:70][CH2:71][O:72][C:73]1[CH:78]=[CH:77][C:76]([C:79]2[C:84]([C:85]#[N:86])=[C:83]([N:87]3[CH2:88][CH2:89][CH2:90][CH2:91]3)[N:82]=[C:81]([S:92][CH2:93][C:94]3[N:95]=[C:96]([C:99]4[CH:100]=[CH:101][C:102]([Cl:105])=[CH:103][CH:104]=4)[S:97][CH:98]=3)[C:80]=2[C:106]#[N:107])=[CH:75][CH:74]=1)=[O:68])[CH3:66])=[O:24])[CH2:10][CH2:11][CH2:12][CH2:13][NH:14][C:15]([O:17][C:18]([CH3:19])([CH3:20])[CH3:21])=[O:16])=[O:7])([CH3:2])([CH3:3])[CH3:4].